From a dataset of Forward reaction prediction with 1.9M reactions from USPTO patents (1976-2016). Predict the product of the given reaction. (1) Given the reactants Cl[C:2]1[CH:11]=[CH:10][C:9]2[C:4](=[CH:5][CH:6]=[C:7]([CH3:12])[CH:8]=2)[N:3]=1.[CH3:13][C:14]1[N:19]=[C:18](B(O)O)[CH:17]=[CH:16][CH:15]=1.C([O-])([O-])=O.[K+].[K+], predict the reaction product. The product is: [CH3:13][C:14]1[N:19]=[C:18]([C:2]2[CH:11]=[CH:10][C:9]3[C:4](=[CH:5][CH:6]=[C:7]([CH3:12])[CH:8]=3)[N:3]=2)[CH:17]=[CH:16][CH:15]=1. (2) Given the reactants [CH3:1][C:2]1[N:10]=[CH:9][CH:8]=[CH:7][C:3]=1[C:4]([OH:6])=O.Cl.[CH2:12]([NH:14][C:15]([NH:17][C:18]1[CH:23]=[CH:22][C:21]([C:24]2[N:25]=[C:26]([N:34]3[CH2:39][CH2:38][O:37][CH2:36][CH2:35]3)[C:27]3[CH2:33][CH2:32][NH:31][CH2:30][C:28]=3[N:29]=2)=[CH:20][CH:19]=1)=[O:16])[CH3:13], predict the reaction product. The product is: [CH2:12]([NH:14][C:15]([NH:17][C:18]1[CH:19]=[CH:20][C:21]([C:24]2[N:25]=[C:26]([N:34]3[CH2:35][CH2:36][O:37][CH2:38][CH2:39]3)[C:27]3[CH2:33][CH2:32][N:31]([C:4](=[O:6])[C:3]4[CH:7]=[CH:8][CH:9]=[N:10][C:2]=4[CH3:1])[CH2:30][C:28]=3[N:29]=2)=[CH:22][CH:23]=1)=[O:16])[CH3:13].